From a dataset of Catalyst prediction with 721,799 reactions and 888 catalyst types from USPTO. Predict which catalyst facilitates the given reaction. (1) The catalyst class is: 95. Product: [Ag+:1].[OH:3][C:4]12[CH2:13][CH:8]3[CH2:9][CH:10]([CH2:12][C:6]([C:14]([O-:16])=[O:15])([CH2:7]3)[CH2:5]1)[CH2:11]2. Reactant: [Ag:1]=O.[OH:3][C:4]12[CH2:13][CH:8]3[CH2:9][CH:10]([CH2:12][C:6]([C:14]([OH:16])=[O:15])([CH2:7]3)[CH2:5]1)[CH2:11]2. (2) Reactant: [CH2:1]([C@@:5]1([CH2:38][CH3:39])[NH:11][C@H:10]([C:12]2[CH:17]=[CH:16][CH:15]=[CH:14][CH:13]=2)[C:9]2[CH:18]=[C:19]([O:34][CH3:35])[C:20]([CH2:22][CH2:23][C:24]([NH:26][C:27]([CH3:33])([C:29]([O:31]C)=[O:30])[CH3:28])=[O:25])=[CH:21][C:8]=2[S:7](=[O:37])(=[O:36])[CH2:6]1)[CH2:2][CH2:3][CH3:4].[OH-].[Li+]. Product: [CH2:1]([C@@:5]1([CH2:38][CH3:39])[NH:11][C@H:10]([C:12]2[CH:17]=[CH:16][CH:15]=[CH:14][CH:13]=2)[C:9]2[CH:18]=[C:19]([O:34][CH3:35])[C:20]([CH2:22][CH2:23][C:24]([NH:26][C:27]([CH3:33])([C:29]([OH:31])=[O:30])[CH3:28])=[O:25])=[CH:21][C:8]=2[S:7](=[O:36])(=[O:37])[CH2:6]1)[CH2:2][CH2:3][CH3:4]. The catalyst class is: 87. (3) Product: [Br:1][C:2]1[CH:3]=[C:4]2[C:8](=[CH:9][CH:10]=1)[C:7]1([O:16][C:25](=[O:27])[N:15]=[C:11]1[O:12][CH2:13][CH3:14])[CH2:6][CH2:5]2. The catalyst class is: 34. Reactant: [Br:1][C:2]1[CH:3]=[C:4]2[C:8](=[CH:9][CH:10]=1)[C:7]([OH:16])([C:11](=[NH:15])[O:12][CH2:13][CH3:14])[CH2:6][CH2:5]2.CCN(CC)CC.Cl[C:25](Cl)([O:27]C(=O)OC(Cl)(Cl)Cl)Cl. (4) Reactant: C(NC(C)C)(C)C.[F:8][C:9]1[C:14]([I:15])=[CH:13][CH:12]=[C:11]([F:16])[N:10]=1.C([Li])CCC.[C:22](=[O:24])=[O:23]. Product: [F:16][C:11]1[C:12]([C:22]([OH:24])=[O:23])=[CH:13][C:14]([I:15])=[C:9]([F:8])[N:10]=1. The catalyst class is: 7. (5) Reactant: C1(P(C2C=CC=CC=2)C2C=CC=CC=2)C=CC=CC=1.[C:20]1(=[O:30])[NH:24][C:23](=[O:25])[C:22]2=[CH:26][CH:27]=[CH:28][CH:29]=[C:21]12.[CH2:31]([CH:33]([CH2:38][CH:39](O)[CH2:40][CH:41]([CH2:46][CH3:47])[CH2:42][CH2:43][CH2:44][CH3:45])[CH2:34][CH2:35][CH2:36][CH3:37])[CH3:32].N#N.N(C(OC(C)C)=O)=NC(OC(C)C)=O. Product: [CH2:46]([CH:41]([CH2:42][CH2:43][CH2:44][CH3:45])[CH2:40][CH:39]([N:24]1[C:20](=[O:30])[C:21]2[C:22](=[CH:26][CH:27]=[CH:28][CH:29]=2)[C:23]1=[O:25])[CH2:38][CH:33]([CH2:31][CH3:32])[CH2:34][CH2:35][CH2:36][CH3:37])[CH3:47]. The catalyst class is: 27. (6) Reactant: [CH2:1]([O:8][C:9]1[CH:10]=[C:11]([C:19]2[CH2:23][C:22]([CH2:28][C:29](OC)=[O:30])([C:24](OC)=[O:25])[O:21][N:20]=2)[CH:12]=[CH:13][C:14]=1[O:15][CH:16]([F:18])[F:17])[C:2]1[CH:7]=[CH:6][CH:5]=[CH:4][CH:3]=1.[OH-].[Li+].Cl. Product: [CH2:1]([O:8][C:9]1[CH:10]=[C:11]([C:19]2[CH2:23][C:22]([CH2:28][CH2:29][OH:30])([CH2:24][OH:25])[O:21][N:20]=2)[CH:12]=[CH:13][C:14]=1[O:15][CH:16]([F:17])[F:18])[C:2]1[CH:3]=[CH:4][CH:5]=[CH:6][CH:7]=1. The catalyst class is: 30.